From a dataset of Forward reaction prediction with 1.9M reactions from USPTO patents (1976-2016). Predict the product of the given reaction. (1) Given the reactants C1C=CC2N(O)N=NC=2C=1.[C:11]([C:15]1[CH:20]=[CH:19][C:18]([NH:21][C:22]([NH:24][CH2:25][CH2:26][C:27]([OH:29])=O)=[O:23])=[CH:17][CH:16]=1)([CH3:14])([CH3:13])[CH3:12].CCN=C=NCCCN(C)C.[CH3:41][C:42]1([CH3:63])[O:46][C@@H:45]2[C@@H:47]([CH2:60][NH:61][CH3:62])[O:48][C@@H:49]([N:50]3[CH:58]=[N:57][C:56]4[C:51]3=[N:52][CH:53]=[N:54][C:55]=4[NH2:59])[C@@H:44]2[O:43]1, predict the reaction product. The product is: [NH2:59][C:55]1[N:54]=[CH:53][N:52]=[C:51]2[C:56]=1[N:57]=[CH:58][N:50]2[C@H:49]1[C@@H:44]2[O:43][C:42]([CH3:41])([CH3:63])[O:46][C@@H:45]2[C@@H:47]([CH2:60][N:61]([CH3:62])[C:27](=[O:29])[CH2:26][CH2:25][NH:24][C:22]([NH:21][C:18]2[CH:17]=[CH:16][C:15]([C:11]([CH3:12])([CH3:13])[CH3:14])=[CH:20][CH:19]=2)=[O:23])[O:48]1. (2) Given the reactants [F:1][C:2]([F:14])([F:13])[C:3]1[CH:12]=[CH:11][C:10]2[CH:8]3[O:9][CH:7]3[CH2:6][C:5]=2[CH:4]=1.[CH3:15][C@@H:16]1[NH:21][CH2:20][CH2:19][N:18]([C:22]([O:24][C:25]([CH3:28])([CH3:27])[CH3:26])=[O:23])[CH2:17]1, predict the reaction product. The product is: [OH:9][CH:7]1[CH2:6][C:5]2[C:10](=[CH:11][CH:12]=[C:3]([C:2]([F:14])([F:13])[F:1])[CH:4]=2)[CH:8]1[N:21]1[CH2:20][CH2:19][N:18]([C:22]([O:24][C:25]([CH3:28])([CH3:27])[CH3:26])=[O:23])[CH2:17][C@@H:16]1[CH3:15]. (3) Given the reactants [NH2:1][CH2:2][CH2:3][CH2:4][CH2:5][CH2:6][CH2:7][N:8]1[C:17]2[C:12](=[CH:13][CH:14]=[CH:15][CH:16]=2)[CH:11]=[CH:10][C:9]1=[O:18].CS[C:21](=[N:25][C:26]1[CH:31]=[CH:30][N:29]=[CH:28][CH:27]=1)[NH:22][C:23]#[N:24].C(N(CC)CC)C, predict the reaction product. The product is: [O:18]=[C:9]1[CH:10]=[CH:11][C:12]2[C:17](=[CH:16][CH:15]=[CH:14][CH:13]=2)[N:8]1[CH2:7][CH2:6][CH2:5][CH2:4][CH2:3][CH2:2][NH:1][C:21]([NH:22][C:23]#[N:24])=[N:25][C:26]1[CH:31]=[CH:30][N:29]=[CH:28][CH:27]=1. (4) Given the reactants [Cl:1][C:2]1[C:6]([CH2:7][CH3:8])=[C:5]([C:9]2[CH:10]=[C:11]([C:14]([OH:16])=O)[S:12][CH:13]=2)[N:4]([CH3:17])[N:3]=1.[NH2:18][C@@H:19]([CH2:32][C:33]1[CH:38]=[CH:37][CH:36]=[CH:35][C:34]=1[C:39]([F:42])([F:41])[F:40])[CH2:20][N:21]1[C:29](=[O:30])[C:28]2[C:23](=[CH:24][CH:25]=[CH:26][CH:27]=2)[C:22]1=[O:31].CCN(C(C)C)C(C)C.F[P-](F)(F)(F)(F)F.Br[P+](N1CCCC1)(N1CCCC1)N1CCCC1, predict the reaction product. The product is: [Cl:1][C:2]1[C:6]([CH2:7][CH3:8])=[C:5]([C:9]2[CH:10]=[C:11]([C:14]([NH:18][C@@H:19]([CH2:32][C:33]3[CH:38]=[CH:37][CH:36]=[CH:35][C:34]=3[C:39]([F:42])([F:40])[F:41])[CH2:20][N:21]3[C:29](=[O:30])[C:28]4[C:23](=[CH:24][CH:25]=[CH:26][CH:27]=4)[C:22]3=[O:31])=[O:16])[S:12][CH:13]=2)[N:4]([CH3:17])[N:3]=1. (5) Given the reactants [F:1][C:2]1[CH:7]=[C:6]([F:8])[CH:5]=[CH:4][C:3]=1[N:9]1[CH2:14][CH2:13][NH:12][CH2:11][CH2:10]1.C(N(CC)CC)C.Cl[C:23]([O:25][C:26]1[CH:31]=[CH:30][C:29]([N+:32]([O-:34])=[O:33])=[CH:28][CH:27]=1)=[O:24], predict the reaction product. The product is: [N+:32]([C:29]1[CH:28]=[CH:27][C:26]([O:25][C:23]([N:12]2[CH2:11][CH2:10][N:9]([C:3]3[CH:4]=[CH:5][C:6]([F:8])=[CH:7][C:2]=3[F:1])[CH2:14][CH2:13]2)=[O:24])=[CH:31][CH:30]=1)([O-:34])=[O:33]. (6) Given the reactants [CH3:1][O:2][C:3]1[C:8]([N+:9]([O-])=O)=[C:7]([O:12][CH3:13])[N:6]=[C:5]([N:14]2[CH2:18][CH2:17][CH:16]([N:19]([CH3:21])[CH3:20])[CH2:15]2)[N:4]=1, predict the reaction product. The product is: [CH3:21][N:19]([CH3:20])[CH:16]1[CH2:17][CH2:18][N:14]([C:5]2[N:4]=[C:3]([O:2][CH3:1])[C:8]([NH2:9])=[C:7]([O:12][CH3:13])[N:6]=2)[CH2:15]1.